This data is from M1 muscarinic receptor agonist screen with 61,833 compounds. The task is: Binary Classification. Given a drug SMILES string, predict its activity (active/inactive) in a high-throughput screening assay against a specified biological target. (1) The molecule is O=c1n(NC(=O)c2c(O)c3c([nH]c2=O)cccc3)c(nc2c1cccc2)CCC. The result is 0 (inactive). (2) The molecule is S\1C(CN(C(=O)C2CCC2)C1=N/c1c(OC)cccc1)C. The result is 0 (inactive). (3) The compound is Brc1c(c2n3nc(sc3nn2)Cc2ccc(OC)cc2)cccc1. The result is 0 (inactive). (4) The drug is O=c1n(c(=O)n(c2nc(n(CCCCCC)c12)CN1CCCCC1)C)C. The result is 0 (inactive). (5) The compound is O(C(=O)C1CCN(CC1)C(=O)Nc1cc2nc(c(nc2cc1)c1occc1)c1occc1)CC. The result is 1 (active). (6) The molecule is O=c1[nH]c2c(cc1C(N1CCN(CC1)c1ccccc1)c1n(nnn1)Cc1ccccc1)ccc(c2)C. The result is 0 (inactive). (7) The drug is S(c1[nH]c2CCCc2c(=O)n1)CC(=O)Nc1cc(c(cc1)C)C. The result is 0 (inactive).